Dataset: Reaction yield outcomes from USPTO patents with 853,638 reactions. Task: Predict the reaction yield, written as a fraction of the theoretical maximum amount of product (1.0 means a 100% yield; for example, 0.34 means a 34% yield). (1) The reactants are C([O:3][C:4](=[O:15])[C:5]1[CH:10]=[C:9]([Cl:11])[CH:8]=[C:7]([F:12])[C:6]=1[NH:13][CH3:14])C.[OH-].[Na+]. The catalyst is CO.C(OCC)(=O)C.O. The product is [Cl:11][C:9]1[CH:8]=[C:7]([F:12])[C:6]([NH:13][CH3:14])=[C:5]([CH:10]=1)[C:4]([OH:15])=[O:3]. The yield is 0.930. (2) The reactants are [NH2:1][CH2:2][C@@H:3]1[C@H:7]([OH:8])[CH2:6][N:5]([CH2:9][CH2:10][N:11]2[C:20]3[C:15](=[CH:16][CH:17]=[C:18]([O:21][CH3:22])[CH:19]=3)[CH:14]=[CH:13][C:12]2=[O:23])[CH2:4]1.[O:24]=[C:25]1[CH2:30][S:29][C:28]2[CH:31]=[CH:32][C:33]([CH:35]=O)=[N:34][C:27]=2[NH:26]1.C(=O)([O-])[O-].[Na+].[Na+].C(O[BH-](OC(=O)C)OC(=O)C)(=O)C.[Na+].C(Cl)[Cl:58]. The catalyst is CO. The product is [ClH:58].[ClH:58].[OH:8][C@@H:7]1[CH2:6][N:5]([CH2:9][CH2:10][N:11]2[C:20]3[C:15](=[CH:16][CH:17]=[C:18]([O:21][CH3:22])[CH:19]=3)[CH:14]=[CH:13][C:12]2=[O:23])[CH2:4][C@@H:3]1[CH2:2][NH:1][CH2:35][C:33]1[CH:32]=[CH:31][C:28]2[S:29][CH2:30][C:25](=[O:24])[NH:26][C:27]=2[N:34]=1. The yield is 0.400. (3) The catalyst is C(#N)C. The yield is 0.440. The product is [Br-:26].[F:37][C:31]1[CH:32]=[C:33]([F:36])[CH:34]=[CH:35][C:30]=1[C:28](=[O:29])[CH2:27][N+:1]12[CH2:6][CH2:5][CH:4]([CH2:7][CH2:8]1)[C@@H:3]([O:9][C:10](=[O:25])[CH:11]([C:19]1[CH:24]=[CH:23][CH:22]=[CH:21][CH:20]=1)[NH:12][C:13]1[CH:18]=[CH:17][CH:16]=[CH:15][CH:14]=1)[CH2:2]2. The reactants are [N:1]12[CH2:8][CH2:7][CH:4]([CH2:5][CH2:6]1)[C@@H:3]([O:9][C:10](=[O:25])[C@@H:11]([C:19]1[CH:24]=[CH:23][CH:22]=[CH:21][CH:20]=1)[NH:12][C:13]1[CH:18]=[CH:17][CH:16]=[CH:15][CH:14]=1)[CH2:2]2.[Br:26][CH2:27][C:28]([C:30]1[CH:35]=[CH:34][C:33]([F:36])=[CH:32][C:31]=1[F:37])=[O:29]. (4) The reactants are [N+:1]([C:4]1[CH:9]=[CH:8][C:7]([C:10]#[C:11][CH2:12][NH:13][C:14](=[O:20])[O:15][C:16]([CH3:19])([CH3:18])[CH3:17])=[C:6]([C:21]2[O:25][CH:24]=[N:23][CH:22]=2)[CH:5]=1)([O-])=O. The catalyst is CO.[Pd]. The product is [NH2:1][C:4]1[CH:9]=[CH:8][C:7]([CH2:10][CH2:11][CH2:12][NH:13][C:14](=[O:20])[O:15][C:16]([CH3:19])([CH3:17])[CH3:18])=[C:6]([C:21]2[O:25][CH:24]=[N:23][CH:22]=2)[CH:5]=1. The yield is 0.350. (5) The reactants are CO[C:3]([CH2:5][CH2:6][C@H:7]([NH2:11])[C:8]([OH:10])=[O:9])=[O:4].C(CC(=O)C)(=O)C.[CH2:19]([N:21](CC)CC)[CH3:20].C(N)C. The catalyst is CO. The product is [NH2:11][C@H:7]([C:8]([OH:10])=[O:9])[CH2:6][CH2:5][C:3]([NH:21][CH2:19][CH3:20])=[O:4]. The yield is 0.910. (6) The reactants are C(OC([N:6]1[CH2:10][CH2:9][CH:8]([CH2:11][O:12][C:13]([O:15][CH:16]=[CH2:17])=[O:14])[CH2:7]1)=O)=C.[ClH:18]. The catalyst is C(Cl)Cl. The product is [ClH:18].[CH:16]([O:15][C:13](=[O:14])[O:12][CH2:11][CH:8]1[CH2:9][CH2:10][NH:6][CH2:7]1)=[CH2:17]. The yield is 0.990.